Dataset: Full USPTO retrosynthesis dataset with 1.9M reactions from patents (1976-2016). Task: Predict the reactants needed to synthesize the given product. (1) Given the product [CH:6]([C:9]1[N:14]=[C:13]([OH:4])[N:12]=[C:11]([OH:16])[CH:10]=1)([CH3:8])[CH3:7], predict the reactants needed to synthesize it. The reactants are: ClCC(O)=[O:4].[CH:6]([C:9]1[N:14]=[C:13](S)[N:12]=[C:11]([OH:16])[CH:10]=1)([CH3:8])[CH3:7].Cl. (2) Given the product [F:14][C:11]([F:12])([F:13])[C:7]1[C:6]([C:4]([OH:5])=[O:3])=[CH:10][O:9][N:8]=1, predict the reactants needed to synthesize it. The reactants are: C([O:3][C:4]([C:6]1[C:7]([C:11]([F:14])([F:13])[F:12])=[N:8][O:9][CH:10]=1)=[O:5])C.Cl.O. (3) Given the product [CH3:1][O:2][CH2:3][CH2:4][CH2:5][S:6]([C:9]1[CH:14]=[CH:13][C:12]([C:15]2[CH:16]=[CH:17][C:18]([CH2:21][CH2:22][OH:23])=[CH:19][CH:20]=2)=[CH:11][CH:10]=1)(=[O:7])=[O:8], predict the reactants needed to synthesize it. The reactants are: [CH3:1][O:2][CH2:3][CH2:4][CH2:5][S:6]([C:9]1[CH:14]=[CH:13][C:12]([C:15]2[CH:20]=[CH:19][C:18]([CH2:21][C:22](O)=[O:23])=[CH:17][CH:16]=2)=[CH:11][CH:10]=1)(=[O:8])=[O:7].[BH4-].[Na+].B(F)(F)F.CCOCC.[OH-].[Na+]. (4) Given the product [Cl:1][C:2]1[CH:10]=[C:9]2[C:5]([C:6]([CH2:11][C:13]#[N:15])=[CH:7][NH:8]2)=[CH:4][CH:3]=1, predict the reactants needed to synthesize it. The reactants are: [Cl:1][C:2]1[CH:10]=[C:9]2[C:5]([C:6]([CH:11]=O)=[CH:7][NH:8]2)=[CH:4][CH:3]=1.[CH:13]([NH2:15])=O.[BH4-].[Na+].[C-]#N.[K+]. (5) Given the product [CH:21]1([C:2]2[C:3]([N:14]3[CH2:18][CH2:17][C:16]([F:20])([F:19])[CH2:15]3)=[CH:4][C:5]([O:12][CH3:13])=[C:6]([CH:11]=2)[C:7]([O:9][CH3:10])=[O:8])[CH2:23][CH2:22]1, predict the reactants needed to synthesize it. The reactants are: Br[C:2]1[C:3]([N:14]2[CH2:18][CH2:17][C:16]([F:20])([F:19])[CH2:15]2)=[CH:4][C:5]([O:12][CH3:13])=[C:6]([CH:11]=1)[C:7]([O:9][CH3:10])=[O:8].[CH:21]1(B(O)O)[CH2:23][CH2:22]1.